This data is from Forward reaction prediction with 1.9M reactions from USPTO patents (1976-2016). The task is: Predict the product of the given reaction. (1) Given the reactants [C:1]([O:5][C:6](=[O:36])[NH:7][C:8]1([C:12]2[CH:17]=[CH:16][C:15]([C:18]3[C:19]([C:30]4[CH:35]=[CH:34][CH:33]=[CH:32][CH:31]=4)=[CH:20][C:21]4[NH:26]/[C:25](=[N:27]/[NH2:28])/[CH2:24][O:23][C:22]=4[N:29]=3)=[CH:14][CH:13]=2)[CH2:11][CH2:10][CH2:9]1)([CH3:4])([CH3:3])[CH3:2], predict the reaction product. The product is: [C:30]1([C:19]2[C:18]([C:15]3[CH:14]=[CH:13][C:12]([C:8]4([NH:7][C:6](=[O:36])[O:5][C:1]([CH3:4])([CH3:2])[CH3:3])[CH2:11][CH2:10][CH2:9]4)=[CH:17][CH:16]=3)=[N:29][C:22]3[O:23][CH2:24][C:25]4[N:26]([C:11]([CH2:8][CH2:9][CH3:10])=[N:28][N:27]=4)[C:21]=3[CH:20]=2)[CH:31]=[CH:32][CH:33]=[CH:34][CH:35]=1. (2) Given the reactants [CH3:1][C:2]1[CH:3]=[C:4]([C:11]([OH:13])=[O:12])[CH:5]=[C:6]([CH:10]=1)[C:7]([OH:9])=[O:8].[CH2:14]1COCC1.OS(O)(=O)=O, predict the reaction product. The product is: [CH3:14][O:12][C:11]([C:4]1[CH:5]=[C:6]([CH:10]=[C:2]([CH3:1])[CH:3]=1)[C:7]([OH:9])=[O:8])=[O:13]. (3) Given the reactants [C:1]([NH:3][C:4](=[N:12][C:13]1[CH:18]=[CH:17][C:16]([N:19]2[CH2:24][CH2:23][O:22][CH2:21][CH2:20]2)=[CH:15][C:14]=1[Cl:25])OC1C=CC=CC=1)#[N:2].[NH:26]([C:28]1[CH:33]=[CH:32][CH:31]=[CH:30][N:29]=1)[NH2:27].ClCCl, predict the reaction product. The product is: [Cl:25][C:14]1[CH:15]=[C:16]([N:19]2[CH2:20][CH2:21][O:22][CH2:23][CH2:24]2)[CH:17]=[CH:18][C:13]=1[NH:12][C:4]1[N:3]=[C:1]([NH2:2])[N:26]([C:28]2[CH:33]=[CH:32][CH:31]=[CH:30][N:29]=2)[N:27]=1. (4) Given the reactants C([C@@H]([O-])[C@@H](C(O)=O)[O-])(O)=O.[F:11][C:12]1[CH:17]=[CH:16][C:15]([NH:18][C@H:19]([C:31]2[CH:36]=[CH:35][CH:34]=[CH:33][CH:32]=2)[C:20]([O:22][C@@H:23]2[CH:28]3[CH2:29][CH2:30][N:25]([CH2:26][CH2:27]3)[CH2:24]2)=[O:21])=[CH:14][CH:13]=1, predict the reaction product. The product is: [F:11][C:12]1[CH:17]=[CH:16][C:15]([NH:18][C@H:19]([C:31]2[CH:32]=[CH:33][CH:34]=[CH:35][CH:36]=2)[C:20]([O:22][C@@H:23]2[CH:28]3[CH2:29][CH2:30][N:25]([CH2:26][CH2:27]3)[CH2:24]2)=[O:21])=[CH:14][CH:13]=1. (5) Given the reactants [Cl:1][C:2]1[CH:7]=[CH:6][C:5]([CH3:8])=[CH:4][CH:3]=1.[OH-].[Na+:10].O, predict the reaction product. The product is: [Cl:1][C:2]1[CH:7]=[CH:6][C:5]([CH2:8][Na:10])=[CH:4][CH:3]=1. (6) Given the reactants [OH:1][C@H:2]1[CH2:6][NH:5][C@H:4]([C:7]([OH:9])=[O:8])[CH2:3]1.C(=O)(O)[O-].[Na+].Cl[C:16]([O:18][CH2:19][CH:20]1[C:32]2[CH:31]=[CH:30][CH:29]=[CH:28][C:27]=2[C:26]2[C:21]1=[CH:22][CH:23]=[CH:24][CH:25]=2)=[O:17], predict the reaction product. The product is: [CH:31]1[C:32]2[CH:20]([CH2:19][O:18][C:16]([N:5]3[CH2:6][CH:2]([OH:1])[CH2:3][CH:4]3[C:7]([OH:9])=[O:8])=[O:17])[C:21]3[C:26](=[CH:25][CH:24]=[CH:23][CH:22]=3)[C:27]=2[CH:28]=[CH:29][CH:30]=1. (7) Given the reactants C([O:8][C:9]1[CH:34]=[N:33][C:12]2[N:13]=[C:14]([N:20]3[CH2:23][CH:22]([N:24]([CH3:32])[C:25](=[O:31])[O:26][C:27]([CH3:30])([CH3:29])[CH3:28])[CH2:21]3)[C:15]3[N:16]([CH:17]=[N:18][N:19]=3)[C:11]=2[CH:10]=1)C1C=CC=CC=1.[H][H], predict the reaction product. The product is: [OH:8][C:9]1[CH:34]=[N:33][C:12]2[N:13]=[C:14]([N:20]3[CH2:23][CH:22]([N:24]([CH3:32])[C:25](=[O:31])[O:26][C:27]([CH3:29])([CH3:30])[CH3:28])[CH2:21]3)[C:15]3[N:16]([CH:17]=[N:18][N:19]=3)[C:11]=2[CH:10]=1. (8) The product is: [CH:12]1([O:16][C:2]2[C:10]([CH3:11])=[CH:9][C:5]([C:6]([OH:8])=[O:7])=[CH:4][N:3]=2)[CH2:15][CH2:14][CH2:13]1. Given the reactants F[C:2]1[C:10]([CH3:11])=[CH:9][C:5]([C:6]([OH:8])=[O:7])=[CH:4][N:3]=1.[CH:12]1([OH:16])[CH2:15][CH2:14][CH2:13]1, predict the reaction product. (9) Given the reactants [CH2:1]([C:4]1[C:12]([OH:13])=[CH:11][C:10]([CH3:14])=[C:9]2[C:5]=1[CH:6]=[CH:7][N:8]2[C:15]([O:17][C:18]([CH3:21])([CH3:20])[CH3:19])=[O:16])[CH:2]=[CH2:3].[OH-].[K+].Br[C:25](P(=O)(OCC)OCC)([F:27])[F:26], predict the reaction product. The product is: [CH2:1]([C:4]1[C:12]([O:13][CH:25]([F:27])[F:26])=[CH:11][C:10]([CH3:14])=[C:9]2[C:5]=1[CH:6]=[CH:7][N:8]2[C:15]([O:17][C:18]([CH3:21])([CH3:20])[CH3:19])=[O:16])[CH:2]=[CH2:3].